Dataset: Forward reaction prediction with 1.9M reactions from USPTO patents (1976-2016). Task: Predict the product of the given reaction. (1) Given the reactants C[O:2][C:3]([C@H:5]1[CH2:9][CH2:8][C@@H:7]([C:10]2[CH:15]=[CH:14][CH:13]=[C:12]([F:16])[CH:11]=2)[N:6]1[S:17]([C:20]1[CH:25]=[CH:24][C:23]([Cl:26])=[CH:22][CH:21]=1)(=[O:19])=[O:18])=O.[H-].C([Al+]CC(C)C)C(C)C, predict the reaction product. The product is: [Cl:26][C:23]1[CH:24]=[CH:25][C:20]([S:17]([N:6]2[C@H:7]([C:10]3[CH:15]=[CH:14][CH:13]=[C:12]([F:16])[CH:11]=3)[CH2:8][CH2:9][C@@H:5]2[CH2:3][OH:2])(=[O:18])=[O:19])=[CH:21][CH:22]=1. (2) Given the reactants [CH2:1]1[C:10]2[C:5](=[CH:6][CH:7]=[CH:8][CH:9]=2)[CH2:4][CH2:3][NH:2]1.C(=O)([O-])[O-].[Cs+].[Cs+].CS(O[CH2:22][C:23]1[CH:46]=[CH:45][C:26]([CH2:27][O:28][C:29]2[CH:34]=[CH:33][C:32]([CH:35]([C:42]#[C:43][CH3:44])[CH2:36][C:37]([O:39][CH2:40][CH3:41])=[O:38])=[CH:31][CH:30]=2)=[CH:25][CH:24]=1)(=O)=O, predict the reaction product. The product is: [CH2:1]1[C:10]2[C:5](=[CH:6][CH:7]=[CH:8][CH:9]=2)[CH2:4][CH2:3][N:2]1[CH2:22][C:23]1[CH:24]=[CH:25][C:26]([CH2:27][O:28][C:29]2[CH:34]=[CH:33][C:32]([CH:35]([C:42]#[C:43][CH3:44])[CH2:36][C:37]([O:39][CH2:40][CH3:41])=[O:38])=[CH:31][CH:30]=2)=[CH:45][CH:46]=1. (3) Given the reactants [CH3:1][C:2]1[S:3][CH:4]=[C:5]([C:7]([NH:9][C:10]2[CH:18]=[C:17]([Sn](C)(C)C)[CH:16]=[C:15]3[C:11]=2[CH:12]=[N:13][N:14]3S(C2C=CC=CC=2)(=O)=O)=[O:8])[N:6]=1.Br[C:33]1[CH:34]=[C:35]([S:39]([N:42]([CH2:45][CH3:46])[CH2:43][CH3:44])(=[O:41])=[O:40])[CH:36]=[N:37][CH:38]=1, predict the reaction product. The product is: [CH2:45]([N:42]([CH2:43][CH3:44])[S:39]([C:35]1[CH:34]=[C:33]([C:17]2[CH:16]=[C:15]3[C:11]([CH:12]=[N:13][NH:14]3)=[C:10]([NH:9][C:7]([C:5]3[N:6]=[C:2]([CH3:1])[S:3][CH:4]=3)=[O:8])[CH:18]=2)[CH:38]=[N:37][CH:36]=1)(=[O:40])=[O:41])[CH3:46]. (4) Given the reactants C(OC([N:8]1[CH2:13][CH2:12][CH2:11][C@H:10]2[CH2:14][N:15]([C:17]3[C:26]([O:27][CH3:28])=[C:25]4[C:20]([C:21](=[O:56])[C:22]([C:32]([O:34][CH2:35][CH2:36][CH2:37][CH2:38][CH:39]([P:48]([O:53]CC)([O:50]CC)=[O:49])[P:40]([O:45]CC)([O:42]CC)=[O:41])=[O:33])=[CH:23][N:24]4[CH:29]4[CH2:31][CH2:30]4)=[CH:19][C:18]=3[F:57])[CH2:16][C@@H:9]12)=O)(C)(C)C.Br[Si](C)(C)C, predict the reaction product. The product is: [NH:8]1[CH2:13][CH2:12][CH2:11][C@H:10]2[CH2:14][N:15]([C:17]3[C:26]([O:27][CH3:28])=[C:25]4[C:20]([C:21](=[O:56])[C:22]([C:32]([O:34][CH2:35][CH2:36][CH2:37][CH2:38][CH:39]([P:48]([OH:50])([OH:53])=[O:49])[P:40]([OH:42])([OH:45])=[O:41])=[O:33])=[CH:23][N:24]4[CH:29]4[CH2:31][CH2:30]4)=[CH:19][C:18]=3[F:57])[CH2:16][C@@H:9]12. (5) Given the reactants [Br:1][C:2]1[C:3](Cl)=[N:4][CH:5]=[C:6]([CH:21]=1)[C:7]([NH:9][C:10]1[CH:15]=[CH:14][C:13]([O:16][C:17]([F:20])([F:19])[F:18])=[CH:12][CH:11]=1)=[O:8].[NH:23]1[CH2:29][CH2:28][CH2:27][NH:26][CH2:25][CH2:24]1.CC(O)C.CCN(C(C)C)C(C)C, predict the reaction product. The product is: [Br:1][C:2]1[C:3]([N:23]2[CH2:29][CH2:28][CH2:27][NH:26][CH2:25][CH2:24]2)=[N:4][CH:5]=[C:6]([CH:21]=1)[C:7]([NH:9][C:10]1[CH:15]=[CH:14][C:13]([O:16][C:17]([F:20])([F:19])[F:18])=[CH:12][CH:11]=1)=[O:8]. (6) Given the reactants Cl.[Cl:2][C:3]1[S:7][C:6]([NH2:8])=[N:5][CH:4]=1.[Cl:9][CH2:10][C:11](=O)[CH2:12][C:13](OCC)=[O:14], predict the reaction product. The product is: [Cl:2][C:3]1[S:7][C:6]2=[N:8][C:11]([CH2:10][Cl:9])=[CH:12][C:13](=[O:14])[N:5]2[CH:4]=1. (7) Given the reactants [OH:1][CH2:2][CH:3]1[N:8]([C:9]([O:11][C:12]([CH3:15])([CH3:14])[CH3:13])=[O:10])[CH2:7][CH:6]2[CH:4]1[O:5]2.N1C=CN=C1.[C:21]([Si:25](Cl)([CH3:27])[CH3:26])([CH3:24])([CH3:23])[CH3:22], predict the reaction product. The product is: [Si:25]([O:1][CH2:2][CH:3]1[N:8]([C:9]([O:11][C:12]([CH3:15])([CH3:14])[CH3:13])=[O:10])[CH2:7][CH:6]2[CH:4]1[O:5]2)([C:21]([CH3:24])([CH3:23])[CH3:22])([CH3:27])[CH3:26].